Dataset: Reaction yield outcomes from USPTO patents with 853,638 reactions. Task: Predict the reaction yield, written as a fraction of the theoretical maximum amount of product (1.0 means a 100% yield; for example, 0.34 means a 34% yield). (1) The reactants are [CH3:1][O:2][C:3]([C:5]1([O:8][C:9]2[CH:14]=[CH:13][C:12]([N+:15]([O-])=O)=[C:11]([F:18])[CH:10]=2)[CH2:7][CH2:6]1)=[O:4].C(OCC)(=O)C. The catalyst is C(O)C. The product is [CH3:1][O:2][C:3]([C:5]1([O:8][C:9]2[CH:14]=[CH:13][C:12]([NH2:15])=[C:11]([F:18])[CH:10]=2)[CH2:7][CH2:6]1)=[O:4]. The yield is 0.980. (2) The reactants are N1C2C(=CC=CC=2)C=CC=1.[Br:11][C:12]1[C:16]2[S:17][C:18](C(O)=O)=[C:19]([CH2:20][CH2:21][CH2:22][CH2:23][CH2:24][CH2:25][CH2:26][CH2:27][CH2:28][CH2:29][CH2:30][CH2:31][CH3:32])[C:15]=2[S:14][CH:13]=1. The catalyst is [Cu]. The product is [Br:11][C:12]1[C:16]2[S:17][CH:18]=[C:19]([CH2:20][CH2:21][CH2:22][CH2:23][CH2:24][CH2:25][CH2:26][CH2:27][CH2:28][CH2:29][CH2:30][CH2:31][CH3:32])[C:15]=2[S:14][CH:13]=1. The yield is 0.720. (3) The reactants are [CH:1]1([CH:4]([C:18]2[CH:23]=[CH:22][CH:21]=[CH:20][C:19]=2[CH3:24])[NH:5][C:6]([C:8]2[CH:9]=[C:10]3[C:14](=[CH:15][CH:16]=2)[NH:13][N:12]=[C:11]3I)=[O:7])[CH2:3][CH2:2]1.CC1(C)C(C)(C)OB([C:33]2[CH:38]=[CH:37][C:36]([N:39]3[CH2:42][CH:41]([OH:43])[CH2:40]3)=[CH:35][CH:34]=2)O1.C([O-])([O-])=O.[Na+].[Na+].C1(C)C=CC=CC=1. The catalyst is C1C=CC([P]([Pd]([P](C2C=CC=CC=2)(C2C=CC=CC=2)C2C=CC=CC=2)([P](C2C=CC=CC=2)(C2C=CC=CC=2)C2C=CC=CC=2)[P](C2C=CC=CC=2)(C2C=CC=CC=2)C2C=CC=CC=2)(C2C=CC=CC=2)C2C=CC=CC=2)=CC=1.O.CCO. The product is [CH:1]1([CH:4]([C:18]2[CH:23]=[CH:22][CH:21]=[CH:20][C:19]=2[CH3:24])[NH:5][C:6]([C:8]2[CH:9]=[C:10]3[C:14](=[CH:15][CH:16]=2)[NH:13][N:12]=[C:11]3[C:33]2[CH:34]=[CH:35][C:36]([N:39]3[CH2:42][CH:41]([OH:43])[CH2:40]3)=[CH:37][CH:38]=2)=[O:7])[CH2:3][CH2:2]1. The yield is 0.230. (4) The reactants are [N+:1]([O-:4])(O)=[O:2].[C:5]([NH:8][C:9]1[CH:17]=[CH:16][C:12]([C:13]([OH:15])=[O:14])=[CH:11][C:10]=1[CH3:18])(=[O:7])[CH3:6]. The catalyst is S(=O)(=O)(O)O. The product is [C:5]([NH:8][C:9]1[C:17]([N+:1]([O-:4])=[O:2])=[CH:16][C:12]([C:13]([OH:15])=[O:14])=[CH:11][C:10]=1[CH3:18])(=[O:7])[CH3:6]. The yield is 0.720. (5) The reactants are Cl[C:2]1[C:3]([C:16]2[CH:21]=[CH:20][C:19]([F:22])=[CH:18][CH:17]=2)=[N:4][C:5]2[C:10]([N:11]=1)=[CH:9][C:8]([C:12]([O:14][CH3:15])=[O:13])=[CH:7][CH:6]=2.CCN(C(C)C)C(C)C.[CH3:32][C:33]([NH2:36])([CH3:35])[CH3:34]. The catalyst is CS(C)=O.O. The product is [C:33]([NH:36][C:2]1[C:3]([C:16]2[CH:21]=[CH:20][C:19]([F:22])=[CH:18][CH:17]=2)=[N:4][C:5]2[C:10]([N:11]=1)=[CH:9][C:8]([C:12]([O:14][CH3:15])=[O:13])=[CH:7][CH:6]=2)([CH3:35])([CH3:34])[CH3:32]. The yield is 0.510. (6) The reactants are [CH3:1][O:2][C:3]1[C:21]([N+:22]([O-:24])=[O:23])=[CH:20][C:6]2[N:7]([CH3:19])[C:8](=[O:18])[CH2:9][N:10](C(=O)C(F)(F)F)[CH2:11][C:5]=2[CH:4]=1.N. The catalyst is CO. The product is [CH3:1][O:2][C:3]1[C:21]([N+:22]([O-:24])=[O:23])=[CH:20][C:6]2[N:7]([CH3:19])[C:8](=[O:18])[CH2:9][NH:10][CH2:11][C:5]=2[CH:4]=1. The yield is 0.770. (7) The reactants are CO.CCN([CH2:8][CH3:9])CC.CC[Mg+].[Br-].[CH2:14]([O:21][C@H:22]1[C@H:27]([O:28][CH2:29][C:30]2[CH:35]=[CH:34][CH:33]=[CH:32][CH:31]=2)[C@H:26]([O:36][CH2:37][C:38]2[CH:43]=[CH:42][CH:41]=[CH:40][CH:39]=2)[C@@H:25]([O:44][CH2:45][C:46]2[CH:51]=[CH:50][CH:49]=[CH:48][CH:47]=2)[O:24][C@@H:23]1[CH:52]=[O:53])[C:15]1[CH:20]=[CH:19][CH:18]=[CH:17][CH:16]=1. The catalyst is C(Cl)Cl.CCOC(C)=O.C1COCC1.CS(C)=O. The product is [CH2:14]([O:21][C@H:22]1[C@H:27]([O:28][CH2:29][C:30]2[CH:35]=[CH:34][CH:33]=[CH:32][CH:31]=2)[C@H:26]([O:36][CH2:37][C:38]2[CH:39]=[CH:40][CH:41]=[CH:42][CH:43]=2)[C@@H:25]([O:44][CH2:45][C:46]2[CH:47]=[CH:48][CH:49]=[CH:50][CH:51]=2)[O:24][C@@H:23]1[C@@H:52]([OH:53])[CH2:8][CH3:9])[C:15]1[CH:20]=[CH:19][CH:18]=[CH:17][CH:16]=1. The yield is 0.800. (8) The reactants are [C:1]([C:3]1[CH:10]=[CH:9][C:6]([C:7]#[N:8])=[C:5]([F:11])[CH:4]=1)#[CH:2].[H][H]. The catalyst is CCOC(C)=O.[Pd]. The product is [CH2:1]([C:3]1[CH:10]=[CH:9][C:6]([C:7]#[N:8])=[C:5]([F:11])[CH:4]=1)[CH3:2]. The yield is 0.890. (9) The reactants are [C:1]([O:5][C:6]([NH:8][CH:9]([C:14]1[CH:19]=[CH:18][C:17](OS(C2C(C)=CC=CC=2)(=O)=O)=[CH:16][CH:15]=1)[C:10]([O:12][CH3:13])=[O:11])=[O:7])([CH3:4])([CH3:3])[CH3:2].C(=O)([O-])[O-].[Cs+].[Cs+].C1(P(C2CCCCC2)C2CCCCC2)CCCCC1.[CH3:56][O:57][C:58]1[CH:63]=[CH:62][CH:61]=[C:60]([O:64][CH3:65])[C:59]=1B(O)O. The catalyst is O1CCOCC1.C1CC=CCCC=C1.C1CC=CCCC=C1.[Ni]. The product is [C:1]([O:5][C:6]([NH:8][CH:9]([C:14]1[CH:15]=[CH:16][C:17]([C:59]2[C:58]([O:57][CH3:56])=[CH:63][CH:62]=[CH:61][C:60]=2[O:64][CH3:65])=[CH:18][CH:19]=1)[C:10]([O:12][CH3:13])=[O:11])=[O:7])([CH3:2])([CH3:3])[CH3:4]. The yield is 0.720.